Dataset: NCI-60 drug combinations with 297,098 pairs across 59 cell lines. Task: Regression. Given two drug SMILES strings and cell line genomic features, predict the synergy score measuring deviation from expected non-interaction effect. (1) Drug 1: C1=CC=C(C=C1)NC(=O)CCCCCCC(=O)NO. Drug 2: CCC1(C2=C(COC1=O)C(=O)N3CC4=CC5=C(C=CC(=C5CN(C)C)O)N=C4C3=C2)O. Cell line: OVCAR3. Synergy scores: CSS=88.0, Synergy_ZIP=1.73, Synergy_Bliss=0.904, Synergy_Loewe=-1.22, Synergy_HSA=4.15. (2) Drug 1: CCCCCOC(=O)NC1=NC(=O)N(C=C1F)C2C(C(C(O2)C)O)O. Drug 2: C1=NNC2=C1C(=O)NC=N2. Cell line: MDA-MB-231. Synergy scores: CSS=-2.09, Synergy_ZIP=2.68, Synergy_Bliss=2.01, Synergy_Loewe=-2.95, Synergy_HSA=-2.71. (3) Drug 1: COC1=CC(=CC(=C1O)OC)C2C3C(COC3=O)C(C4=CC5=C(C=C24)OCO5)OC6C(C(C7C(O6)COC(O7)C8=CC=CS8)O)O. Drug 2: CN(C(=O)NC(C=O)C(C(C(CO)O)O)O)N=O. Synergy scores: CSS=11.0, Synergy_ZIP=-7.04, Synergy_Bliss=-0.695, Synergy_Loewe=-23.4, Synergy_HSA=0.122. Cell line: OVCAR-5. (4) Drug 1: C1C(C(OC1N2C=NC3=C(N=C(N=C32)Cl)N)CO)O. Drug 2: CC1CCCC2(C(O2)CC(NC(=O)CC(C(C(=O)C(C1O)C)(C)C)O)C(=CC3=CSC(=N3)C)C)C. Cell line: TK-10. Synergy scores: CSS=41.0, Synergy_ZIP=2.78, Synergy_Bliss=0.942, Synergy_Loewe=-13.4, Synergy_HSA=3.54. (5) Drug 1: C1=NC2=C(N1)C(=S)N=C(N2)N. Drug 2: CC1C(C(CC(O1)OC2CC(OC(C2O)C)OC3=CC4=CC5=C(C(=O)C(C(C5)C(C(=O)C(C(C)O)O)OC)OC6CC(C(C(O6)C)O)OC7CC(C(C(O7)C)O)OC8CC(C(C(O8)C)O)(C)O)C(=C4C(=C3C)O)O)O)O. Cell line: NCI-H460. Synergy scores: CSS=42.2, Synergy_ZIP=2.20, Synergy_Bliss=2.38, Synergy_Loewe=0.825, Synergy_HSA=2.19.